Predict the product of the given reaction. From a dataset of Forward reaction prediction with 1.9M reactions from USPTO patents (1976-2016). (1) Given the reactants C(Cl)Cl.[H-].[Al+3].[Li+].[H-].[H-].[H-].[CH2:10]([C:13]1([CH2:24][C@H:25]2[C@:27]([CH3:34])([CH2:28][CH2:29][CH:30]=[C:31]([CH3:33])[CH3:32])[O:26]2)[C:18]([O:19][CH3:20])=[CH:17][C:16](=O)[CH:15]=[C:14]1[O:22][CH3:23])[CH:11]=[CH2:12].CCCCCC, predict the reaction product. The product is: [CH2:10]([C:13]1([CH2:24][C@@H:25]2[O:26][C@@:27]2([CH3:34])[CH2:28][CH2:29][CH:30]=[C:31]([CH3:33])[CH3:32])[C:14]([O:22][CH3:23])=[CH:15][CH2:16][CH:17]=[C:18]1[O:19][CH3:20])[CH:11]=[CH2:12]. (2) Given the reactants [F:1][C:2]([F:21])([CH2:18][CH2:19][CH3:20])[CH2:3][CH:4]([NH:8][C:9]([N:11]1[CH2:17][CH2:16][CH2:15][O:14][CH2:13][CH2:12]1)=[O:10])[C:5]([OH:7])=O.Cl.[NH2:23][C@@H:24]([CH2:27][CH3:28])[C:25]#[N:26], predict the reaction product. The product is: [C:25]([C@@H:24]([NH:23][C:5]([C@@H:4]([NH:8][C:9]([N:11]1[CH2:17][CH2:16][CH2:15][O:14][CH2:13][CH2:12]1)=[O:10])[CH2:3][C:2]([F:1])([F:21])[CH2:18][CH2:19][CH3:20])=[O:7])[CH2:27][CH3:28])#[N:26]. (3) Given the reactants [N+:1]([C:4]1[N:5]=[CH:6][N:7]([C:9]2[CH:14]=[CH:13][CH:12]=[CH:11][C:10]=2[CH2:15][OH:16])[CH:8]=1)([O-])=O.[F:17][C:18]1[CH:19]=[C:20]([CH2:25][C:26]([NH:28][C@@H:29]([CH2:33][CH2:34][CH3:35])[C:30](O)=[O:31])=[O:27])[CH:21]=[C:22]([F:24])[CH:23]=1, predict the reaction product. The product is: [OH:16][CH2:15][C:10]1[CH:11]=[CH:12][CH:13]=[CH:14][C:9]=1[N:7]1[CH:8]=[C:4]([NH:1][C:30](=[O:31])[C@@H:29]([NH:28][C:26](=[O:27])[CH2:25][C:20]2[CH:21]=[C:22]([F:24])[CH:23]=[C:18]([F:17])[CH:19]=2)[CH2:33][CH2:34][CH3:35])[N:5]=[CH:6]1. (4) Given the reactants [Br:1][C:2]1[N:7]=[C:6]([CH2:8]O)[CH:5]=[CH:4][CH:3]=1.S(Cl)([Cl:13])(=O)=O, predict the reaction product. The product is: [Br:1][C:2]1[CH:3]=[CH:4][CH:5]=[C:6]([CH2:8][Cl:13])[N:7]=1. (5) Given the reactants [NH2:1][C:2]1[CH:3]=[C:4]([OH:10])[CH:5]=[C:6]([CH3:9])[C:7]=1[NH2:8].[CH3:11][O:12][CH2:13][C:14](O)=O, predict the reaction product. The product is: [CH3:11][O:12][CH2:13][C:14]1[NH:1][C:2]2[CH:3]=[C:4]([OH:10])[CH:5]=[C:6]([CH3:9])[C:7]=2[N:8]=1. (6) Given the reactants [C:1]([O:5][C:6]([NH:8][C@@H:9]([CH2:21][OH:22])[CH2:10][C:11]([O:13][CH2:14][C:15]1[CH:20]=[CH:19][CH:18]=[CH:17][CH:16]=1)=[O:12])=[O:7])([CH3:4])([CH3:3])[CH3:2].[CH2:23]([O:30][C:31]1[CH:38]=[CH:37][C:34]([C:35]#[N:36])=[CH:33][C:32]=1O)[C:24]1[CH:29]=[CH:28][CH:27]=[CH:26][CH:25]=1.C1(P(C2C=CC=CC=2)C2C=CC=CC=2)C=CC=CC=1.N(C(OCC)=O)=NC(OCC)=O, predict the reaction product. The product is: [C:1]([O:5][C:6]([NH:8][C@@H:9]([CH2:21][O:22][C:38]1[CH:37]=[C:34]([C:35]#[N:36])[CH:33]=[CH:32][C:31]=1[O:30][CH2:23][C:24]1[CH:25]=[CH:26][CH:27]=[CH:28][CH:29]=1)[CH2:10][C:11]([O:13][CH2:14][C:15]1[CH:16]=[CH:17][CH:18]=[CH:19][CH:20]=1)=[O:12])=[O:7])([CH3:3])([CH3:4])[CH3:2].